Dataset: Full USPTO retrosynthesis dataset with 1.9M reactions from patents (1976-2016). Task: Predict the reactants needed to synthesize the given product. Given the product [O:1]1[C:8]2[CH:7]=[C:6]([C:9]([N:16]3[CH2:17][CH2:18][N:13]([CH3:12])[CH2:14][CH2:15]3)=[O:11])[NH:5][C:4]=2[CH:3]=[CH:2]1, predict the reactants needed to synthesize it. The reactants are: [O:1]1[C:8]2[CH:7]=[C:6]([C:9]([OH:11])=O)[NH:5][C:4]=2[CH:3]=[CH:2]1.[CH3:12][N:13]1[CH2:18][CH2:17][NH:16][CH2:15][CH2:14]1.